The task is: Predict the reaction yield, written as a fraction of the theoretical maximum amount of product (1.0 means a 100% yield; for example, 0.34 means a 34% yield).. This data is from Reaction yield outcomes from USPTO patents with 853,638 reactions. (1) The reactants are [NH2:1][C:2]1[S:3][C:4]2[CH2:10][C@@H:9]([NH2:11])[CH2:8][CH2:7][C:5]=2[N:6]=1.[S:12]([C:19]1[CH:25]=[CH:24][C:22]([CH3:23])=[CH:21][CH:20]=1)([O:15][CH2:16][CH2:17][CH3:18])(=[O:14])=[O:13]. The catalyst is CN(C)C=O.CC(OC)(C)C. The product is [CH2:16]([NH:11][C@@H:9]1[CH2:8][CH2:7][C:5]2[N:6]=[C:2]([NH2:1])[S:3][C:4]=2[CH2:10]1)[CH2:17][CH3:18].[CH3:23][C:22]1[CH:24]=[CH:25][C:19]([S:12]([OH:15])(=[O:14])=[O:13])=[CH:20][CH:21]=1. The yield is 0.500. (2) The reactants are [C:1]([C:5]1[CH:35]=[CH:34][C:8]([CH2:9][N:10]2[CH2:14][CH:13]([CH2:15][CH2:16][CH2:17][C:18]3[CH:30]=[CH:29][C:21]([O:22][C:23]([CH3:28])([CH3:27])[C:24]([OH:26])=[O:25])=[C:20]([CH3:31])[CH:19]=3)[N:12]([CH3:32])[C:11]2=[O:33])=[CH:7][CH:6]=1)([CH3:4])([CH3:3])[CH3:2].[CH3:36]O. The catalyst is S(=O)(=O)(O)O. The product is [CH3:36][O:25][C:24](=[O:26])[C:23]([O:22][C:21]1[CH:29]=[CH:30][C:18]([CH2:17][CH2:16][CH2:15][CH:13]2[CH2:14][N:10]([CH2:9][C:8]3[CH:34]=[CH:35][C:5]([C:1]([CH3:2])([CH3:3])[CH3:4])=[CH:6][CH:7]=3)[C:11](=[O:33])[N:12]2[CH3:32])=[CH:19][C:20]=1[CH3:31])([CH3:27])[CH3:28]. The yield is 0.990.